This data is from Catalyst prediction with 721,799 reactions and 888 catalyst types from USPTO. The task is: Predict which catalyst facilitates the given reaction. Reactant: [OH-].[Na+].C[O:4][C:5](=[O:31])[CH2:6][CH2:7][C@H:8]([C@@H:10]1[C@:27]2([CH3:28])[C@H:13]([C@H:14]3[C@H:24]([CH2:25][C:26]2=[O:29])[C@:22]2([CH3:23])[C@@H:17]([CH2:18][C@@H:19]([NH2:30])[CH2:20][CH2:21]2)[CH2:16][CH2:15]3)[CH2:12][CH2:11]1)[CH3:9]. Product: [NH2:30][C@H:19]1[CH2:20][CH2:21][C@@:22]2([CH3:23])[C@H:17]([CH2:16][CH2:15][C@@H:14]3[C@@H:24]2[CH2:25][C:26](=[O:29])[C@@:27]2([CH3:28])[C@H:13]3[CH2:12][CH2:11][C@@H:10]2[C@H:8]([CH3:9])[CH2:7][CH2:6][C:5]([OH:31])=[O:4])[CH2:18]1. The catalyst class is: 5.